This data is from Reaction yield outcomes from USPTO patents with 853,638 reactions. The task is: Predict the reaction yield, written as a fraction of the theoretical maximum amount of product (1.0 means a 100% yield; for example, 0.34 means a 34% yield). (1) The reactants are [ClH:1].[CH2:2]([C:7]1[N:8]=[C:9]([NH2:12])[NH:10][CH:11]=1)[CH2:3][CH2:4][C:5]#[CH:6].[N:13]([CH2:16][CH2:17][C:18]1[CH:22]=[CH:21][S:20][CH:19]=1)=[N+:14]=[N-:15]. No catalyst specified. The product is [ClH:1].[S:20]1[CH:21]=[CH:22][C:18]([CH2:17][CH2:16][N:13]2[CH:6]=[C:5]([CH2:4][CH2:3][CH2:2][C:7]3[N:8]=[C:9]([NH2:12])[NH:10][CH:11]=3)[N:15]=[N:14]2)=[CH:19]1. The yield is 0.410. (2) The catalyst is C1(C)C=CC=CC=1. The product is [F:1][C:2]([F:12])([F:11])[C:3]1[CH:10]=[CH:9][CH:8]=[C:7]2[C:4]=1[CH:5]=[N:17][CH:16]=[CH:15]2. The yield is 0.0700. The reactants are [F:1][C:2]([F:12])([F:11])[C:3]1[CH:10]=[CH:9][CH:8]=[CH:7][C:4]=1[CH:5]=O.CO[CH:15](OC)[CH2:16][NH2:17]. (3) The reactants are C(N1CCN(C2SC(C(O)=O)=C(C)N=2)C1=O)C1C=CC=CC=1.[F:23][C:24]1[CH:45]=[CH:44][C:27]([CH2:28][N:29]2[CH2:33][CH2:32][N:31]([C:34]3[S:35][C:36]([C:40](O)=[O:41])=[C:37]([CH3:39])[N:38]=3)[C:30]2=[O:43])=[CH:26][CH:25]=1.[F:46][CH:47]([F:55])[C:48]1[O:52][C:51]([CH2:53][NH2:54])=[CH:50][CH:49]=1. No catalyst specified. The product is [F:46][CH:47]([F:55])[C:48]1[O:52][C:51]([CH2:53][NH:54][C:40]([C:36]2[S:35][C:34]([N:31]3[CH2:32][CH2:33][N:29]([CH2:28][C:27]4[CH:26]=[CH:25][C:24]([F:23])=[CH:45][CH:44]=4)[C:30]3=[O:43])=[N:38][C:37]=2[CH3:39])=[O:41])=[CH:50][CH:49]=1. The yield is 0.470. (4) The reactants are [CH3:1][C:2]1[CH:7]=[CH:6][C:5]([CH3:8])=[CH:4][N:3]=1.C1C=C(Cl)C=C(C(OO)=[O:17])C=1.[OH-].[Ca+2].[OH-]. The catalyst is C(Cl)(Cl)Cl. The product is [CH3:1][C:2]1[CH:7]=[CH:6][C:5]([CH3:8])=[CH:4][N+:3]=1[O-:17]. The yield is 0.971. (5) The product is [Cl:1][C:2]1[N:10]=[C:9]2[C:5]([N:6]=[C:7]([C:11]([OH:14])([CH3:13])[CH3:12])[N:8]2[CH:28]([CH3:33])[C:29]([O:31][CH3:32])=[O:30])=[C:4]([N:15]2[CH2:16][CH2:17][O:18][CH2:19][CH2:20]2)[N:3]=1. The reactants are [Cl:1][C:2]1[N:10]=[C:9]2[C:5]([N:6]=[C:7]([C:11]([OH:14])([CH3:13])[CH3:12])[NH:8]2)=[C:4]([N:15]2[CH2:20][CH2:19][O:18][CH2:17][CH2:16]2)[N:3]=1.C(=O)([O-])[O-].[Cs+].[Cs+].Br[CH:28]([CH3:33])[C:29]([O:31][CH3:32])=[O:30]. The catalyst is CN(C=O)C.O.C(OCC)(=O)C. The yield is 0.260. (6) The reactants are [F:1][C:2]1[CH:3]=[C:4]([OH:9])[CH:5]=[CH:6][C:7]=1[F:8].Cl[CH2:11][C:12]([CH3:14])=[CH2:13].C(=O)([O-])[O-].[K+].[K+]. The catalyst is CN(C=O)C. The product is [F:8][C:7]1[CH:6]=[CH:5][C:4]([O:9][CH2:13][C:12]([CH3:14])=[CH2:11])=[CH:3][C:2]=1[F:1]. The yield is 0.630.